From a dataset of Forward reaction prediction with 1.9M reactions from USPTO patents (1976-2016). Predict the product of the given reaction. Given the reactants [F:1][C:2]([F:30])([F:29])[C@@H:3]([NH:20][C@H:21]([C:26]([OH:28])=O)[CH2:22][CH:23]([CH3:25])[CH3:24])[C:4]1[CH:9]=[CH:8][C:7]([C:10]2[CH:15]=[CH:14][C:13]([S:16]([CH3:19])(=[O:18])=[O:17])=[CH:12][CH:11]=2)=[CH:6][CH:5]=1.CN(C(O[N:39]1N=[N:46][C:41]2C=CC=N[C:40]1=2)=[N+](C)C)C.F[P-](F)(F)(F)(F)F.C(N(CC)CC)C.CN(C=[O:66])C, predict the reaction product. The product is: [F:29][C:2]([F:30])([F:1])[C@@H:3]([NH:20][C@H:21]([C:26]([NH:39][CH2:40][C:41]([NH2:46])=[O:66])=[O:28])[CH2:22][CH:23]([CH3:25])[CH3:24])[C:4]1[CH:9]=[CH:8][C:7]([C:10]2[CH:15]=[CH:14][C:13]([S:16]([CH3:19])(=[O:17])=[O:18])=[CH:12][CH:11]=2)=[CH:6][CH:5]=1.